Dataset: Forward reaction prediction with 1.9M reactions from USPTO patents (1976-2016). Task: Predict the product of the given reaction. (1) Given the reactants [CH3:1][O:2][C:3](=[O:12])[C:4]1[CH:9]=[CH:8][C:7]([I:10])=[C:6]([OH:11])[CH:5]=1.Br[CH2:14][CH2:15][C:16]1[CH:21]=[CH:20][CH:19]=[C:18]([CH3:22])[CH:17]=1.C([O-])([O-])=O.[K+].[K+].CC(=O)OCC, predict the reaction product. The product is: [CH3:1][O:2][C:3](=[O:12])[C:4]1[CH:9]=[CH:8][C:7]([I:10])=[C:6]([O:11][CH2:14][CH2:15][C:16]2[CH:17]=[C:18]([CH3:22])[CH:19]=[CH:20][CH:21]=2)[CH:5]=1. (2) Given the reactants [Cl:1][C:2]1[C:7]([F:8])=[CH:6][CH:5]=[C:4]([Cl:9])[C:3]=1[C@H:10]([O:12][C:13]1[C:14]2[O:22][CH:21]=[C:20]([C:23]3[CH2:24][CH2:25][NH:26][CH2:27][CH:28]=3)[C:15]=2[CH:16]=[N:17][C:18]=1[NH2:19])[CH3:11].[CH2:29]([N:31]=[C:32]=[O:33])[CH3:30].CCN(C(C)C)C(C)C, predict the reaction product. The product is: [NH2:19][C:18]1[N:17]=[CH:16][C:15]2[C:20]([C:23]3[CH2:24][CH2:25][N:26]([C:32]([NH:31][CH2:29][CH3:30])=[O:33])[CH2:27][CH:28]=3)=[CH:21][O:22][C:14]=2[C:13]=1[O:12][C@@H:10]([C:3]1[C:4]([Cl:9])=[CH:5][CH:6]=[C:7]([F:8])[C:2]=1[Cl:1])[CH3:11]. (3) Given the reactants [C:1]([O-:4])(=[O:3])[CH3:2].[NH2:5][CH2:6][C:7]1[CH:35]=[CH:34][C:10]2[N:11]([CH2:29][CH2:30][CH:31]([CH3:33])[CH3:32])[C:12]([CH2:14][N:15]3[C:24]4[C:19](=[CH:20][CH:21]=[CH:22][CH:23]=4)[CH2:18][N:17]([CH:25]4[CH2:27][CH2:26]4)[C:16]3=[O:28])=[N:13][C:9]=2[CH:8]=1, predict the reaction product. The product is: [C:1]([OH:4])(=[O:3])[CH3:2].[NH2:5][CH2:6][C:7]1[CH:35]=[CH:34][C:10]2[N:11]([CH2:29][CH2:30][CH:31]([CH3:32])[CH3:33])[C:12]([CH2:14][N:15]3[C:24]4[C:19](=[CH:20][CH:21]=[CH:22][CH:23]=4)[CH2:18][N:17]([CH:25]4[CH2:26][CH2:27]4)[C:16]3=[O:28])=[N:13][C:9]=2[CH:8]=1. (4) Given the reactants Br[C:2]1[S:3][CH:4]=[C:5]([CH2:7][C:8]([O:10][CH2:11][CH3:12])=[O:9])[N:6]=1.CCN(C(C)C)C(C)C.[C:22]1([C:28]#[C:29][CH2:30][CH3:31])[CH:27]=[CH:26][CH:25]=[CH:24][CH:23]=1, predict the reaction product. The product is: [C:22]1([CH2:28][CH2:29][C:30]#[C:31][C:2]2[S:3][CH:4]=[C:5]([CH2:7][C:8]([O:10][CH2:11][CH3:12])=[O:9])[N:6]=2)[CH:27]=[CH:26][CH:25]=[CH:24][CH:23]=1. (5) Given the reactants [C:1]([C:5]1[CH:9]=[C:8]([NH2:10])[N:7]([C:11]2[CH:12]=[N:13][C:14]([O:17][CH3:18])=[CH:15][CH:16]=2)[N:6]=1)([CH3:4])([CH3:3])[CH3:2].[Cl:19][C:20]1[N:25]=[C:24]([O:26][C:27]2[C:36]3[C:31](=[CH:32][CH:33]=[CH:34][CH:35]=3)[C:30]([NH:37][C:38](=O)[O:39]C3C=CC=CC=3)=[CH:29][CH:28]=2)[CH:23]=[CH:22][N:21]=1, predict the reaction product. The product is: [C:1]([C:5]1[CH:9]=[C:8]([NH:10][C:38]([NH:37][C:30]2[C:31]3[C:36](=[CH:35][CH:34]=[CH:33][CH:32]=3)[C:27]([O:26][C:24]3[CH:23]=[CH:22][N:21]=[C:20]([Cl:19])[N:25]=3)=[CH:28][CH:29]=2)=[O:39])[N:7]([C:11]2[CH:12]=[N:13][C:14]([O:17][CH3:18])=[CH:15][CH:16]=2)[N:6]=1)([CH3:4])([CH3:2])[CH3:3]. (6) Given the reactants CN(CCN(C)C)C.COC1N=C(C)C(OCOC)=CC=1.[Li]CCCC.[CH3:27][O:28][C:29]1[N:34]=[C:33]([CH3:35])[C:32]([O:36]COC)=[C:31]([CH:40]=[O:41])[CH:30]=1, predict the reaction product. The product is: [OH:36][C:32]1[C:33]([CH3:35])=[N:34][C:29]([O:28][CH3:27])=[CH:30][C:31]=1[CH:40]=[O:41]. (7) Given the reactants CO[C:3](=[O:12])[C:4]1[CH:9]=[C:8](Br)[C:7]([OH:11])=[N:6][CH:5]=1.[Cl:13][C:14]1[CH:19]=[CH:18][C:17](B(O)O)=[CH:16][CH:15]=1.Cl.[NH2:24][CH2:25][C@@H:26]1[CH2:31][CH2:30][CH2:29][CH2:28][C@H:27]1[OH:32].[CH3:33][O:34][CH2:35][CH2:36]O, predict the reaction product. The product is: [Cl:13][C:14]1[CH:19]=[CH:18][C:17]([C:8]2[C:7]([O:11][CH2:36][CH2:35][O:34][CH3:33])=[N:6][CH:5]=[C:4]([CH:9]=2)[C:3]([NH:24][CH2:25][CH:26]2[CH2:31][CH2:30][CH2:29][CH2:28][CH:27]2[OH:32])=[O:12])=[CH:16][CH:15]=1.